Dataset: Catalyst prediction with 721,799 reactions and 888 catalyst types from USPTO. Task: Predict which catalyst facilitates the given reaction. (1) Reactant: OO.[C:3]1([S:9][CH2:10][C:11]2[C:16]([C:17]([O:19]CC)=[O:18])=[C:15]([O:22][CH3:23])[C:14]([CH2:24][CH3:25])=[CH:13][CH:12]=2)[CH:8]=[CH:7][CH:6]=[CH:5][CH:4]=1.[OH-:26].[Li+].C(O)(=[O:30])C. Product: [C:3]1([S:9]([CH2:10][C:11]2[C:16]([C:17]([OH:19])=[O:18])=[C:15]([O:22][CH3:23])[C:14]([CH2:24][CH3:25])=[CH:13][CH:12]=2)(=[O:30])=[O:26])[CH:8]=[CH:7][CH:6]=[CH:5][CH:4]=1. The catalyst class is: 38. (2) Reactant: [CH3:1][O:2][C:3]([C:5]1[CH:16]=[C:15]([CH3:17])[C:8]2[N:9]=[C:10]([CH2:12][CH2:13][CH3:14])[NH:11][C:7]=2[CH:6]=1)=[O:4].[H-].[Na+].[C:20]([O:24][C:25]([C:27]1[C:28]([C:33]2[CH:38]=[CH:37][C:36]([CH2:39]Br)=[CH:35][CH:34]=2)=[CH:29][CH:30]=[CH:31][CH:32]=1)=[O:26])([CH3:23])([CH3:22])[CH3:21]. Product: [CH3:1][O:2][C:3]([C:5]1[CH:16]=[C:15]([CH3:17])[C:8]2[N:9]=[C:10]([CH2:12][CH2:13][CH3:14])[N:11]([CH2:39][C:36]3[CH:37]=[CH:38][C:33]([C:28]4[CH:29]=[CH:30][CH:31]=[CH:32][C:27]=4[C:25]([O:24][C:20]([CH3:23])([CH3:22])[CH3:21])=[O:26])=[CH:34][CH:35]=3)[C:7]=2[CH:6]=1)=[O:4]. The catalyst class is: 3. (3) Reactant: [O:1]=[C:2]1[CH2:6][O:5][C:4]([N:7]2[CH2:12][CH2:11][CH2:10][CH2:9][CH2:8]2)=[C:3]1[C:13]([O:15][CH2:16][CH3:17])=[O:14].[NH:18]1[C:26]2[C:21](=[CH:22][CH:23]=[CH:24][N:25]=2)[C:20]([CH:27]=O)=[CH:19]1.N1CCCCC1. Product: [NH:18]1[C:26]2=[N:25][CH:24]=[CH:23][CH:22]=[C:21]2[C:20]([CH:27]=[C:6]2[O:5][C:4]([N:7]3[CH2:12][CH2:11][CH2:10][CH2:9][CH2:8]3)=[C:3]([C:13]([O:15][CH2:16][CH3:17])=[O:14])[C:2]2=[O:1])=[CH:19]1. The catalyst class is: 8. (4) Reactant: [N+:1]([C:4]1[CH:9]=[CH:8][CH:7]=[CH:6][C:5]=1[NH:10][CH2:11][C@H:12]1[CH2:16][CH2:15][CH2:14][N:13]1[C:17]([O:19][C:20]([CH3:23])([CH3:22])[CH3:21])=[O:18])([O-])=O. Product: [NH2:1][C:4]1[CH:9]=[CH:8][CH:7]=[CH:6][C:5]=1[NH:10][CH2:11][C@H:12]1[CH2:16][CH2:15][CH2:14][N:13]1[C:17]([O:19][C:20]([CH3:23])([CH3:22])[CH3:21])=[O:18]. The catalyst class is: 43.